This data is from Catalyst prediction with 721,799 reactions and 888 catalyst types from USPTO. The task is: Predict which catalyst facilitates the given reaction. Reactant: [CH3:1][N:2]([C:7]1[C:12]([CH2:13][N:14]2[C:18]3[N:19]=[C:20]([NH:23][C:24]4[CH:29]=[CH:28][C:27]([N:30]5[CH2:35][CH2:34][NH:33][C@@H:32]([CH3:36])[CH2:31]5)=[CH:26][CH:25]=4)[N:21]=[CH:22][C:17]=3[CH:16]=[CH:15]2)=[CH:11][CH:10]=[CH:9][N:8]=1)[S:3]([CH3:6])(=[O:5])=[O:4].[CH3:37][C@H:38]1[CH2:40][O:39]1. Product: [OH:39][C@@H:38]([CH3:40])[CH2:37][N:33]1[CH2:34][CH2:35][N:30]([C:27]2[CH:28]=[CH:29][C:24]([NH:23][C:20]3[N:21]=[CH:22][C:17]4[CH:16]=[CH:15][N:14]([CH2:13][C:12]5[C:7]([N:2]([CH3:1])[S:3]([CH3:6])(=[O:4])=[O:5])=[N:8][CH:9]=[CH:10][CH:11]=5)[C:18]=4[N:19]=3)=[CH:25][CH:26]=2)[CH2:31][C@@H:32]1[CH3:36]. The catalyst class is: 5.